From a dataset of Reaction yield outcomes from USPTO patents with 853,638 reactions. Predict the reaction yield, written as a fraction of the theoretical maximum amount of product (1.0 means a 100% yield; for example, 0.34 means a 34% yield). (1) The reactants are [Cl:1][C:2]1[N:7]=[C:6]([NH:8][CH:9]2[CH2:11][CH2:10]2)[CH:5]=[CH:4][N:3]=1.[H-].[Na+].[CH3:14][CH:15]([CH3:20])[CH2:16][C:17](Cl)=[O:18]. The catalyst is CN(C=O)C. The product is [Cl:1][C:2]1[N:7]=[C:6]([N:8]([CH:9]2[CH2:11][CH2:10]2)[C:17](=[O:18])[CH2:16][CH:15]([CH3:20])[CH3:14])[CH:5]=[CH:4][N:3]=1. The yield is 0.440. (2) The reactants are [Cl:1][C:2]1[N:3]=[C:4]([N:13]2[CH2:18][CH2:17][O:16][CH2:15][CH2:14]2)[C:5]2[S:10][CH:9]=[C:8]([CH:11]=[CH2:12])[C:6]=2[N:7]=1.[O:19]1CCCC1.B1C2CCCC1CCC2.OO.[OH-].[Na+]. The catalyst is O. The product is [Cl:1][C:2]1[N:3]=[C:4]([N:13]2[CH2:18][CH2:17][O:16][CH2:15][CH2:14]2)[C:5]2[S:10][CH:9]=[C:8]([CH2:11][CH2:12][OH:19])[C:6]=2[N:7]=1. The yield is 0.610. (3) The reactants are [C:1](Cl)(=[O:4])[CH:2]=[CH2:3].[Cl:6][C:7]1[C:8]([C:31]2[C:39]3[C:34](=[CH:35][CH:36]=[CH:37][CH:38]=3)[N:33]([CH3:40])[CH:32]=2)=[N:9][C:10]([NH:13][C:14]2[C:19]([O:20][CH3:21])=[CH:18][C:17]([N:22]3[CH2:26][CH2:25][C@@H:24]([N:27]([CH3:29])[CH3:28])[CH2:23]3)=[C:16]([NH2:30])[CH:15]=2)=[N:11][CH:12]=1.CCN(C(C)C)C(C)C. The catalyst is C1COCC1.O.C(Cl)Cl.C(OCC)C. The product is [Cl:6][C:7]1[C:8]([C:31]2[C:39]3[C:34](=[CH:35][CH:36]=[CH:37][CH:38]=3)[N:33]([CH3:40])[CH:32]=2)=[N:9][C:10]([NH:13][C:14]2[C:19]([O:20][CH3:21])=[CH:18][C:17]([N:22]3[CH2:26][CH2:25][C@@H:24]([N:27]([CH3:29])[CH3:28])[CH2:23]3)=[C:16]([NH:30][C:1](=[O:4])[CH:2]=[CH2:3])[CH:15]=2)=[N:11][CH:12]=1. The yield is 0.570. (4) The reactants are [C:1]([O:5][C:6]([N:8]1[C:17]2[C:12](=[CH:13][CH:14]=[C:15]([N+:18]([O-])=O)[CH:16]=2)[C:11]([CH3:22])([CH3:21])[CH2:10][CH2:9]1)=[O:7])([CH3:4])([CH3:3])[CH3:2]. The catalyst is CO.[Pd]. The product is [NH2:18][C:15]1[CH:16]=[C:17]2[C:12]([C:11]([CH3:22])([CH3:21])[CH2:10][CH2:9][N:8]2[C:6]([O:5][C:1]([CH3:4])([CH3:3])[CH3:2])=[O:7])=[CH:13][CH:14]=1. The yield is 0.950. (5) The product is [ClH:42].[NH2:28][CH2:27][C:16]1[N:17]([CH2:23][CH:24]([CH3:26])[CH3:25])[C:18](=[O:22])[C:19]2[C:14]([C:15]=1[C:36]1[CH:37]=[CH:38][CH:39]=[CH:40][CH:41]=1)=[CH:13][C:12]([NH:11][C:9]([O:8][CH2:1][C:2]1[CH:3]=[CH:4][CH:5]=[CH:6][CH:7]=1)=[O:10])=[CH:21][CH:20]=2. The yield is 0.810. The catalyst is O1CCCC1.C(OCC)(=O)C. The reactants are [CH2:1]([O:8][C:9]([NH:11][C:12]1[CH:13]=[C:14]2[C:19](=[CH:20][CH:21]=1)[C:18](=[O:22])[N:17]([CH2:23][CH:24]([CH3:26])[CH3:25])[C:16]([CH2:27][NH:28]C(OC(C)(C)C)=O)=[C:15]2[C:36]1[CH:41]=[CH:40][CH:39]=[CH:38][CH:37]=1)=[O:10])[C:2]1[CH:7]=[CH:6][CH:5]=[CH:4][CH:3]=1.[ClH:42]. (6) The reactants are [ClH:1].Cl.[NH:3]1[C:7]2=[CH:8][N:9]=[CH:10][CH:11]=[C:6]2[CH:5]=[C:4]1[CH2:12][NH2:13].[C:14](O)(=[O:21])[C:15]1[CH:20]=[CH:19][CH:18]=[N:17][CH:16]=1.C(N(C(C)C)CC)(C)C.CCN=C=NCCCN(C)C.C1C=CC2N(O)N=NC=2C=1. The catalyst is C(Cl)Cl.CN(C=O)C. The product is [ClH:1].[ClH:1].[NH:3]1[C:7]2=[CH:8][N:9]=[CH:10][CH:11]=[C:6]2[CH:5]=[C:4]1[CH2:12][NH:13][C:14](=[O:21])[C:15]1[CH:20]=[CH:19][CH:18]=[N:17][CH:16]=1. The yield is 0.190. (7) The reactants are [Cl:1][C:2]1[CH:3]=[CH:4][C:5]([O:12]C)=[C:6]([NH:8][C:9]([NH2:11])=[O:10])[CH:7]=1.B(Br)(Br)Br. The catalyst is C(Cl)Cl.O. The product is [Cl:1][C:2]1[CH:3]=[CH:4][C:5]([OH:12])=[C:6]([NH:8][C:9]([NH2:11])=[O:10])[CH:7]=1. The yield is 0.960. (8) The reactants are [CH3:1][N:2]1[C:11]2[C:6](=[CH:7][CH:8]=[CH:9][CH:10]=2)[N:5]=[C:4]([C:12]([O:14]CC)=[O:13])[C:3]1=[O:17].[OH-].[Na+]. The catalyst is C(O)C. The product is [CH3:1][N:2]1[C:11]2[C:6](=[CH:7][CH:8]=[CH:9][CH:10]=2)[N:5]=[C:4]([C:12]([OH:14])=[O:13])[C:3]1=[O:17]. The yield is 0.990. (9) The reactants are [CH3:1][C:2]1[NH:3][C:4]2[C:9]([C:10]=1[CH:11]=[C:12]1[S:16][C:15](=[O:17])[NH:14][C:13]1=[O:18])=[CH:8][CH:7]=[CH:6][CH:5]=2.[Li+].[BH4-].Cl. The catalyst is N1C=CC=CC=1.C1COCC1. The product is [CH3:1][C:2]1[NH:3][C:4]2[C:9]([C:10]=1[CH2:11][CH:12]1[S:16][C:15](=[O:17])[NH:14][C:13]1=[O:18])=[CH:8][CH:7]=[CH:6][CH:5]=2. The yield is 0.880.